Task: Predict which catalyst facilitates the given reaction.. Dataset: Catalyst prediction with 721,799 reactions and 888 catalyst types from USPTO (1) The catalyst class is: 32. Reactant: [NH2:1][C:2]1[CH:11]=[CH:10][CH:9]=[CH:8][C:3]=1[C:4]([NH:6][CH3:7])=[O:5].[Br:12][C:13]1[C:14](I)=[CH:15][C:16]([Cl:19])=[N:17][CH:18]=1.Cl. Product: [Br:12][C:13]1[C:14]([NH:1][C:2]2[CH:11]=[CH:10][CH:9]=[CH:8][C:3]=2[C:4]([NH:6][CH3:7])=[O:5])=[CH:15][C:16]([Cl:19])=[N:17][CH:18]=1. (2) Reactant: [Cl:1][C:2]1[CH:3]=[CH:4][C:5]([O:29][CH:30]([F:32])[F:31])=[C:6]([C:8]2[C:12]([NH:13][C:14]([C:16]3[CH:17]=[N:18][N:19]4[CH:24]=[CH:23][CH:22]=[N:21][C:20]=34)=[O:15])=[CH:11][N:10]([CH2:25][C:26]([OH:28])=O)[N:9]=2)[CH:7]=1.Cl.[O:34]1[CH:38]=[CH:37][N:36]=[C:35]1[CH2:39][N:40]1[CH2:45][CH2:44][NH:43][CH2:42][CH2:41]1.CN(C(ON1N=NC2C=CC=NC1=2)=[N+](C)C)C.F[P-](F)(F)(F)(F)F.CCN(C(C)C)C(C)C. Product: [Cl:1][C:2]1[CH:3]=[CH:4][C:5]([O:29][CH:30]([F:32])[F:31])=[C:6]([C:8]2[C:12]([NH:13][C:14]([C:16]3[CH:17]=[N:18][N:19]4[CH:24]=[CH:23][CH:22]=[N:21][C:20]=34)=[O:15])=[CH:11][N:10]([CH2:25][C:26]([N:43]3[CH2:44][CH2:45][N:40]([CH2:39][C:35]4[O:34][CH:38]=[CH:37][N:36]=4)[CH2:41][CH2:42]3)=[O:28])[N:9]=2)[CH:7]=1. The catalyst class is: 735. (3) Reactant: [NH:1]1[CH2:5][CH2:4][CH2:3][CH2:2]1.[CH2:6]([O:13][N:14]1[C:19](=[O:20])[C:18]2[CH:21]=[C:22]([F:26])[C:23](Cl)=[N:24][C:17]=2[N:16]([C:27]2[CH:32]=[CH:31][CH:30]=[CH:29][C:28]=2[F:33])[C:15]1=[O:34])[C:7]1[CH:12]=[CH:11][CH:10]=[CH:9][CH:8]=1.C(N(CC)CC)C. Product: [CH2:6]([O:13][N:14]1[C:19](=[O:20])[C:18]2[CH:21]=[C:22]([F:26])[C:23]([N:1]3[CH2:5][CH2:4][CH2:3][CH2:2]3)=[N:24][C:17]=2[N:16]([C:27]2[CH:32]=[CH:31][CH:30]=[CH:29][C:28]=2[F:33])[C:15]1=[O:34])[C:7]1[CH:12]=[CH:11][CH:10]=[CH:9][CH:8]=1. The catalyst class is: 10. (4) Reactant: [Si]([O:18][CH2:19][C@@H:20]([N:23]1[C@H:28]([C:29]2[CH:34]=[CH:33][C:32]([Cl:35])=[CH:31][CH:30]=2)[C@@H:27]([C:36]2[CH:41]=[CH:40][CH:39]=[C:38]([Cl:42])[CH:37]=2)[CH2:26][C@@:25]([CH:44]2[CH2:46][CH:45]2[C:47]([OH:49])=[O:48])([CH3:43])[C:24]1=[O:50])[CH2:21][CH3:22])(C(C)(C)C)(C1C=CC=CC=1)C1C=CC=CC=1.CCCC[N+](CCCC)(CCCC)CCCC.[F-]. Product: [Cl:42][C:38]1[CH:37]=[C:36]([C@@H:27]2[C@@H:28]([C:29]3[CH:34]=[CH:33][C:32]([Cl:35])=[CH:31][CH:30]=3)[N:23]([C@@H:20]([CH2:21][CH3:22])[CH2:19][OH:18])[C:24](=[O:50])[C@:25]([CH:44]3[CH2:46][CH:45]3[C:47]([OH:49])=[O:48])([CH3:43])[CH2:26]2)[CH:41]=[CH:40][CH:39]=1. The catalyst class is: 1. (5) Reactant: [CH:1]1([CH2:4][OH:5])[CH2:3][CH2:2]1.CC(C)([O-])C.[K+].C[O:13][C:14]([C:16]1[CH:21]=[N:20][C:19](Br)=[C:18]([C:23]2[CH:28]=[CH:27][C:26]([F:29])=[CH:25][CH:24]=2)[N:17]=1)=[O:15]. Product: [F:29][C:26]1[CH:25]=[CH:24][C:23]([C:18]2[N:17]=[C:16]([C:14]([OH:15])=[O:13])[CH:21]=[N:20][C:19]=2[O:5][CH2:4][CH:1]2[CH2:3][CH2:2]2)=[CH:28][CH:27]=1. The catalyst class is: 7. (6) Reactant: [F:1][C:2]1[CH:11]=[C:10]([F:12])[CH:9]=[C:8]2[C:3]=1[C:4]([NH:20][C:21]1[C:26](I)=[CH:25][N:24]=[C:23]([N:28]3[CH2:33][CH2:32][O:31][CH2:30][CH2:29]3)[CH:22]=1)=[C:5]([CH3:19])[C:6]([C:13]1[CH:18]=[CH:17][CH:16]=[CH:15][N:14]=1)=[N:7]2.[C:34]([NH:37][C:38]1[CH:43]=[CH:42][C:41](B2OC(C)(C)C(C)(C)O2)=[CH:40][N:39]=1)(=[O:36])[CH3:35].C1(P(C2CCCCC2)C2CCCCC2)CCCCC1.[O-]P([O-])([O-])=O.[K+].[K+].[K+]. Product: [F:1][C:2]1[CH:11]=[C:10]([F:12])[CH:9]=[C:8]2[C:3]=1[C:4]([NH:20][C:21]1[CH:22]=[C:23]([N:28]3[CH2:33][CH2:32][O:31][CH2:30][CH2:29]3)[N:24]=[CH:25][C:26]=1[C:41]1[CH:40]=[N:39][C:38]([NH:37][C:34](=[O:36])[CH3:35])=[CH:43][CH:42]=1)=[C:5]([CH3:19])[C:6]([C:13]1[CH:18]=[CH:17][CH:16]=[CH:15][N:14]=1)=[N:7]2. The catalyst class is: 552.